From a dataset of NCI-60 drug combinations with 297,098 pairs across 59 cell lines. Regression. Given two drug SMILES strings and cell line genomic features, predict the synergy score measuring deviation from expected non-interaction effect. (1) Drug 1: CC1CCC2CC(C(=CC=CC=CC(CC(C(=O)C(C(C(=CC(C(=O)CC(OC(=O)C3CCCCN3C(=O)C(=O)C1(O2)O)C(C)CC4CCC(C(C4)OC)OCCO)C)C)O)OC)C)C)C)OC. Drug 2: C1CN(CCN1C(=O)CCBr)C(=O)CCBr. Cell line: NCI-H322M. Synergy scores: CSS=-3.40, Synergy_ZIP=-0.537, Synergy_Bliss=-3.79, Synergy_Loewe=-7.95, Synergy_HSA=-5.51. (2) Drug 1: CN1CCC(CC1)COC2=C(C=C3C(=C2)N=CN=C3NC4=C(C=C(C=C4)Br)F)OC. Drug 2: C1=CC=C(C=C1)NC(=O)CCCCCCC(=O)NO. Cell line: OVCAR-4. Synergy scores: CSS=14.7, Synergy_ZIP=-4.13, Synergy_Bliss=-4.52, Synergy_Loewe=-14.1, Synergy_HSA=-3.40.